Dataset: Forward reaction prediction with 1.9M reactions from USPTO patents (1976-2016). Task: Predict the product of the given reaction. Given the reactants [F:1][C:2]1[CH:9]=[CH:8][CH:7]=[CH:6][C:3]=1[CH2:4][NH2:5].CCN=C=NCCCN(C)C.Cl.C1C=CC2N(O)N=NC=2C=1.C(N(CC)C(C)C)(C)C.[NH:41]1[C:45]2=[N:46][CH:47]=[CH:48][C:49]([C:50]3[CH:58]=[CH:57][C:53]([C:54](O)=[O:55])=[CH:52][CH:51]=3)=[C:44]2[CH:43]=[CH:42]1, predict the reaction product. The product is: [F:1][C:2]1[CH:9]=[CH:8][CH:7]=[CH:6][C:3]=1[CH2:4][NH:5][C:54](=[O:55])[C:53]1[CH:52]=[CH:51][C:50]([C:49]2[CH:48]=[CH:47][N:46]=[C:45]3[NH:41][CH:42]=[CH:43][C:44]=23)=[CH:58][CH:57]=1.